Predict which catalyst facilitates the given reaction. From a dataset of Catalyst prediction with 721,799 reactions and 888 catalyst types from USPTO. Reactant: [CH3:1][C:2]1([CH3:24])[C:11]2[CH2:10][O:9][CH:8]=[CH:7][C:6]3=[CH:12][CH:13]([CH2:15][NH:16][C:17](=[O:23])[O:18][C:19]([CH3:22])([CH3:21])[CH3:20])[O:14][B:4]([C:5]=23)[O:3]1.C1C(=O)N([Br:32])C(=O)C1.CC(N=NC(C#N)(C)C)(C#N)C. Product: [Br:32][C:12]1[CH:13]([CH2:15][NH:16][C:17](=[O:23])[O:18][C:19]([CH3:22])([CH3:21])[CH3:20])[O:14][B:4]2[C:5]3[C:6]=1[CH:7]=[CH:8][O:9][CH2:10][C:11]=3[C:2]([CH3:24])([CH3:1])[O:3]2. The catalyst class is: 10.